This data is from Forward reaction prediction with 1.9M reactions from USPTO patents (1976-2016). The task is: Predict the product of the given reaction. (1) Given the reactants [CH3:1][N:2]([CH2:15][C:16]1[CH:21]=[CH:20][N:19]=[CH:18][CH:17]=1)[C:3]([C:5]1[S:13][C:12]2[C:7](=[N:8][CH:9]=[CH:10][C:11]=2Cl)[CH:6]=1)=[O:4].[CH3:22][C:23]1[NH:24][C:25]2[C:30]([CH:31]=1)=[CH:29][C:28]([NH2:32])=[CH:27][CH:26]=2, predict the reaction product. The product is: [CH3:1][N:2]([CH2:15][C:16]1[CH:21]=[CH:20][N:19]=[CH:18][CH:17]=1)[C:3]([C:5]1[S:13][C:12]2[C:7](=[N:8][CH:9]=[CH:10][C:11]=2[NH:32][C:28]2[CH:29]=[C:30]3[C:25](=[CH:26][CH:27]=2)[NH:24][C:23]([CH3:22])=[CH:31]3)[CH:6]=1)=[O:4]. (2) The product is: [CH3:18][NH:17][C@H:14]1[CH2:15][CH2:16][C@H:11]([CH2:9][OH:8])[CH2:12][CH2:13]1. Given the reactants [H-].[H-].[H-].[H-].[Li+].[Al+3].C[O:8][C:9]([C@H:11]1[CH2:16][CH2:15][C@H:14]([NH:17][C:18](OC(C)(C)C)=O)[CH2:13][CH2:12]1)=O.O, predict the reaction product. (3) Given the reactants Cl.[C:2]([O:6][CH2:7][C@@H:8]([C:10]([O:12][CH3:13])=[O:11])[NH2:9])([CH3:5])([CH3:4])[CH3:3].C(O)(=O)C.[CH:18](=O)[C:19]1[CH:24]=[CH:23][CH:22]=[CH:21][CH:20]=1.C([BH3-])#N.[Na+], predict the reaction product. The product is: [CH2:18]([NH:9][C@H:8]([C:10]([O:12][CH3:13])=[O:11])[CH2:7][O:6][C:2]([CH3:5])([CH3:4])[CH3:3])[C:19]1[CH:24]=[CH:23][CH:22]=[CH:21][CH:20]=1. (4) Given the reactants O=O.[CH2:3]([C:16]([OH:18])=[O:17])[CH2:4][P:5]([CH2:11][CH2:12][C:13]([OH:15])=[O:14])[CH2:6][CH2:7][C:8]([OH:10])=[O:9].[SH:19][C:20]1[CH:21]=[C:22]([CH2:26][C:27]([OH:29])=[O:28])[CH:23]=[CH:24][CH:25]=1, predict the reaction product. The product is: [CH2:7]([C:8]([OH:10])=[O:9])[CH2:6][P:5]([CH2:4][CH2:3][C:16]([OH:18])=[O:17])[CH2:11][CH2:12][C:13]([OH:15])=[O:14].[SH:19][C:20]1[CH:21]=[C:22]([CH2:26][C:27]([OH:29])=[O:28])[CH:23]=[CH:24][CH:25]=1. (5) Given the reactants [CH2:1]([O:8][C:9]([N:11]([CH2:19][CH2:20][CH2:21][N:22]1[C:27]2[CH:28]=[CH:29][C:30]([S:32][CH:33]([C:40]3[CH:45]=[CH:44][CH:43]=[CH:42][CH:41]=3)[CH2:34][C:35]([O:37][CH2:38][CH3:39])=[O:36])=[CH:31][C:26]=2[O:25][CH2:24][C:23]1=[O:46])[C:12]1[CH:17]=[CH:16][CH:15]=[CH:14][N+:13]=1[O-])=[O:10])[C:2]1[CH:7]=[CH:6][CH:5]=[CH:4][CH:3]=1, predict the reaction product. The product is: [CH2:1]([O:8][C:9]([N:11]([CH2:19][CH2:20][CH2:21][N:22]1[C:27]2[CH:28]=[CH:29][C:30]([S:32][CH:33]([C:40]3[CH:45]=[CH:44][CH:43]=[CH:42][CH:41]=3)[CH2:34][C:35]([O:37][CH2:38][CH3:39])=[O:36])=[CH:31][C:26]=2[O:25][CH2:24][C:23]1=[O:46])[C:12]1[CH:17]=[CH:16][CH:15]=[CH:14][N:13]=1)=[O:10])[C:2]1[CH:3]=[CH:4][CH:5]=[CH:6][CH:7]=1. (6) Given the reactants [C:1]([O:5][C:6]([N:8]1[CH2:14][CH2:13][CH2:12][NH:11][CH2:10][CH2:9]1)=[O:7])([CH3:4])([CH3:3])[CH3:2].F[C:16]1[CH:21]=[CH:20][C:19]([N+:22]([O-:24])=[O:23])=[CH:18][CH:17]=1, predict the reaction product. The product is: [C:1]([O:5][C:6]([N:8]1[CH2:14][CH2:13][CH2:12][N:11]([C:16]2[CH:21]=[CH:20][C:19]([N+:22]([O-:24])=[O:23])=[CH:18][CH:17]=2)[CH2:10][CH2:9]1)=[O:7])([CH3:4])([CH3:2])[CH3:3].